This data is from Catalyst prediction with 721,799 reactions and 888 catalyst types from USPTO. The task is: Predict which catalyst facilitates the given reaction. (1) Reactant: [CH2:1]([O:5][C:6]1[CH:7]=[C:8]([CH:14]=O)[CH:9]=[C:10]([CH:13]=1)[CH:11]=O)[CH2:2][CH2:3][CH3:4].[NH2:16][CH2:17][CH2:18][CH2:19][NH:20][CH2:21][CH2:22][CH2:23][NH:24][C:25](=[O:31])[O:26][C:27]([CH3:30])([CH3:29])[CH3:28].[BH4-].[Na+]. Product: [CH2:1]([O:5][C:6]1[CH:13]=[C:10]([CH2:11][NH:16][CH2:17][CH2:18][CH2:19][NH:20][CH2:21][CH2:22][CH2:23][NH:24][C:25](=[O:31])[O:26][C:27]([CH3:29])([CH3:28])[CH3:30])[CH:9]=[C:8]([CH2:14][NH:16][CH2:17][CH2:18][CH2:19][NH:20][CH2:21][CH2:22][CH2:23][NH:24][C:25](=[O:31])[O:26][C:27]([CH3:28])([CH3:30])[CH3:29])[CH:7]=1)[CH2:2][CH2:3][CH3:4]. The catalyst class is: 5. (2) Reactant: [CH3:1][O:2][C:3]1[CH:21]=[CH:20][C:6]([CH2:7][N:8]2[CH:12]=[C:11]([N+:13]([O-:15])=[O:14])[C:10]([C:16]([NH:18][NH2:19])=O)=[N:9]2)=[CH:5][CH:4]=1.C[CH2:23][O:24][CH2:25][CH3:26].[OH-:27].[Na+]. Product: [CH3:23][O:24][C:25]1[CH:26]=[CH:20][C:6]([CH2:7][N:8]2[C:16]([C:10]3[C:11]([N+:13]([O-:15])=[O:14])=[CH:12][N:8]([CH2:7][C:6]4[CH:20]=[CH:21][C:3]([O:2][CH3:1])=[CH:4][CH:5]=4)[N:9]=3)=[N:18][NH:19][C:12]2=[O:27])=[CH:5][CH:4]=1. The catalyst class is: 1. (3) Reactant: Cl.[CH2:2]([O:4][C:5](=[O:15])[C@H:6]([CH2:8][C:9]1[CH:14]=[CH:13][CH:12]=[CH:11][CH:10]=1)[NH2:7])[CH3:3].C(N(CC)C(C)C)(C)C.[N+:25]([C:28]1[CH:33]=[CH:32][C:31]([S:34](Cl)(=[O:36])=[O:35])=[CH:30][CH:29]=1)([O-:27])=[O:26]. Product: [CH2:2]([O:4][C:5](=[O:15])[CH:6]([NH:7][S:34]([C:31]1[CH:30]=[CH:29][C:28]([N+:25]([O-:27])=[O:26])=[CH:33][CH:32]=1)(=[O:35])=[O:36])[CH2:8][C:9]1[CH:14]=[CH:13][CH:12]=[CH:11][CH:10]=1)[CH3:3]. The catalyst class is: 46. (4) Reactant: [Br:1][C:2]1[N:6]2C=[C:8](I)[N:9]=[CH:10][C:5]2=N[CH:3]=1.[C:12]([C:15]1[CH:20]=[CH:19][C:18](B(O)O)=[CH:17][CH:16]=1)(=O)[NH2:13].[C:24]([O-:27])([O-])=O.[Na+].[Na+].C[N:31](C=O)C. Product: [Br:1][C:2]1[N:6]=[CH:5][C:10]2[N:13]([C:12]([C:15]3[CH:20]=[CH:19][C:18]([C:24]([NH2:31])=[O:27])=[CH:17][CH:16]=3)=[CH:8][N:9]=2)[CH:3]=1. The catalyst class is: 257. (5) Reactant: [CH3:1][C:2]([CH3:16])([CH3:15])[C:3]([NH:5][C:6]1[CH:11]=[CH:10][C:9]([N+:12]([O-])=O)=[CH:8][N:7]=1)=[O:4]. Product: [NH2:12][C:9]1[CH:10]=[CH:11][C:6]([NH:5][C:3](=[O:4])[C:2]([CH3:15])([CH3:1])[CH3:16])=[N:7][CH:8]=1. The catalyst class is: 19.